From a dataset of Full USPTO retrosynthesis dataset with 1.9M reactions from patents (1976-2016). Predict the reactants needed to synthesize the given product. (1) Given the product [NH:2]([C:5]1[C:10]([I:11])=[CH:9][CH:8]=[CH:7][N:6]=1)[NH2:3], predict the reactants needed to synthesize it. The reactants are: O.[NH2:2][NH2:3].F[C:5]1[C:10]([I:11])=[CH:9][CH:8]=[CH:7][N:6]=1. (2) Given the product [CH:37]([NH:40][CH2:1][C:3]1[C:11]2[C:6](=[N:7][C:8]([C:19]3[CH:24]=[CH:23][C:22]([CH3:25])=[CH:21][CH:20]=3)=[C:9]([C:12]3[CH:13]=[CH:14][C:15]([CH3:18])=[CH:16][CH:17]=3)[N:10]=2)[N:5]([CH2:26][CH2:27][CH2:28][CH2:29][CH2:30][CH2:31][C:32]([O:34][CH2:35][CH3:36])=[O:33])[CH:4]=1)([CH3:39])[CH3:38], predict the reactants needed to synthesize it. The reactants are: [CH:1]([C:3]1[C:11]2[C:6](=[N:7][C:8]([C:19]3[CH:24]=[CH:23][C:22]([CH3:25])=[CH:21][CH:20]=3)=[C:9]([C:12]3[CH:17]=[CH:16][C:15]([CH3:18])=[CH:14][CH:13]=3)[N:10]=2)[N:5]([CH2:26][CH2:27][CH2:28][CH2:29][CH2:30][CH2:31][C:32]([O:34][CH2:35][CH3:36])=[O:33])[CH:4]=1)=O.[CH:37]([NH2:40])([CH3:39])[CH3:38].C(O[BH-](OC(=O)C)OC(=O)C)(=O)C.[Na+]. (3) The reactants are: [CH3:1][N:2]1[C:10]2[C:5](=[C:6]([NH2:11])[CH:7]=[CH:8][CH:9]=2)[CH:4]=[N:3]1.[N:12]([C:15]1[CH:16]=[C:17]([S:26]([NH2:29])(=[O:28])=[O:27])[CH:18]=[CH:19][C:20]=1[O:21][C:22]([F:25])([F:24])[F:23])=[C:13]=[S:14].CS(C1C=CC(OC)=C(NC(NC2C=CC=C3C=2C=NN3C)=S)C=1)(=O)=O. Given the product [CH3:1][N:2]1[C:10]2[C:5](=[C:6]([NH:11][C:13](=[S:14])[NH:12][C:15]3[CH:16]=[C:17]([S:26]([NH2:29])(=[O:28])=[O:27])[CH:18]=[CH:19][C:20]=3[O:21][C:22]([F:25])([F:24])[F:23])[CH:7]=[CH:8][CH:9]=2)[CH:4]=[N:3]1, predict the reactants needed to synthesize it. (4) Given the product [CH3:27][C:12]1([CH3:26])[CH2:13][NH:14][CH2:15][C@H:11]1[NH:10][C:9]1[C:4]2[N:5]([CH:31]=[C:2]([C:38]3[CH:37]=[CH:36][N:35]=[C:34]([O:33][CH3:32])[CH:39]=3)[CH:3]=2)[N:6]=[CH:7][C:8]=1[C:28]([NH2:29])=[O:30], predict the reactants needed to synthesize it. The reactants are: Br[C:2]1[CH:3]=[C:4]2[C:9]([NH:10][CH:11]3[CH2:15][N:14](C(OCC4C=CC=CC=4)=O)[CH2:13][C:12]3([CH3:27])[CH3:26])=[C:8]([C:28](=[O:30])[NH2:29])[CH:7]=[N:6][N:5]2[CH:31]=1.[CH3:32][O:33][C:34]1[CH:39]=[C:38](B(O)O)[CH:37]=[CH:36][N:35]=1.CC(C1C=C(C(C)C)C(C2C=CC=CC=2P(C2CCCCC2)C2CCCCC2)=C(C(C)C)C=1)C.P([O-])([O-])([O-])=O.[K+].[K+].[K+].I[Si](C)(C)C.